Dataset: Catalyst prediction with 721,799 reactions and 888 catalyst types from USPTO. Task: Predict which catalyst facilitates the given reaction. (1) Reactant: [CH3:1][O:2]/[N:3]=[C:4](/[C:28]1[CH:33]=[CH:32][CH:31]=[CH:30][CH:29]=1)\[CH2:5][O:6][C:7]1[CH:27]=[CH:26][C:10]([CH2:11][O:12][C:13]2[N:18]=[CH:17][C:16]([CH2:19][CH2:20][C:21]([O:23]CC)=[O:22])=[CH:15][CH:14]=2)=[CH:9][CH:8]=1.C1COCC1.[OH-].[Na+]. Product: [CH3:1][O:2]/[N:3]=[C:4](/[C:28]1[CH:29]=[CH:30][CH:31]=[CH:32][CH:33]=1)\[CH2:5][O:6][C:7]1[CH:27]=[CH:26][C:10]([CH2:11][O:12][C:13]2[N:18]=[CH:17][C:16]([CH2:19][CH2:20][C:21]([OH:23])=[O:22])=[CH:15][CH:14]=2)=[CH:9][CH:8]=1. The catalyst class is: 8. (2) Reactant: [CH2:1]([N:8]1[C:16]2[C:15](=O)[NH:14][C:13](=[O:18])[N:12]([CH2:19][CH2:20][CH2:21][CH2:22][CH3:23])[C:11]=2[N:10]=[CH:9]1)[C:2]1[CH:7]=[CH:6][CH:5]=[CH:4][CH:3]=1.P12(SP3(SP(SP(S3)(S1)=S)(=S)S2)=S)=[S:25].[OH-].[Na+].Cl. Product: [CH2:1]([N:8]1[C:16]2[C:15](=[S:25])[NH:14][C:13](=[O:18])[N:12]([CH2:19][CH2:20][CH2:21][CH2:22][CH3:23])[C:11]=2[N:10]=[CH:9]1)[C:2]1[CH:7]=[CH:6][CH:5]=[CH:4][CH:3]=1. The catalyst class is: 38. (3) Reactant: [CH2:1]([N:8]1[C:12]([CH2:13][CH2:14]O)=[CH:11][C:10]([CH3:16])=[N:9]1)[C:2]1[CH:7]=[CH:6][CH:5]=[CH:4][CH:3]=1.[H-].[Na+].[C:19]1(=[O:29])[NH:23][C:22](=[O:24])[C:21]2=[CH:25][CH:26]=[CH:27][CH:28]=[C:20]12.[K]. Product: [CH2:1]([N:8]1[C:12]([CH2:13][CH2:14][N:23]2[C:19](=[O:29])[C:20]3[C:21](=[CH:25][CH:26]=[CH:27][CH:28]=3)[C:22]2=[O:24])=[CH:11][C:10]([CH3:16])=[N:9]1)[C:2]1[CH:7]=[CH:6][CH:5]=[CH:4][CH:3]=1. The catalyst class is: 3. (4) Reactant: [F:1][C:2]1[CH:3]=[C:4]([CH2:8][CH2:9][CH2:10][NH2:11])[CH:5]=[CH:6][CH:7]=1.C[O:13][C:14](=O)[C:15]1[CH:20]=[CH:19][CH:18]=[CH:17][C:16]=1[CH2:21]Br.C([O-])([O-])=O.[K+].[K+].C(OCC)(=O)C. Product: [F:1][C:2]1[CH:3]=[C:4]([CH2:8][CH2:9][CH2:10][N:11]2[CH2:21][C:16]3[C:15](=[CH:20][CH:19]=[CH:18][CH:17]=3)[C:14]2=[O:13])[CH:5]=[CH:6][CH:7]=1. The catalyst class is: 11.